Predict the reactants needed to synthesize the given product. From a dataset of Retrosynthesis with 50K atom-mapped reactions and 10 reaction types from USPTO. (1) Given the product CC1(C)c2cc(C(=O)NCCS(C)(=O)=O)ccc2C(=O)c2c1[nH]c1cc(C#N)ccc21, predict the reactants needed to synthesize it. The reactants are: CC1(C)c2cc(C(=O)O)ccc2C(=O)c2c1[nH]c1cc(C#N)ccc21.CS(=O)(=O)CCN. (2) Given the product Nc1ccc(Br)cc1N, predict the reactants needed to synthesize it. The reactants are: Nc1ccc(Br)cc1[N+](=O)[O-]. (3) Given the product CCOC[C@H](C)N1C(=O)c2ccccc2C1=O, predict the reactants needed to synthesize it. The reactants are: CCI.C[C@@H](CO)N1C(=O)c2ccccc2C1=O. (4) Given the product CC1CC(C)(C)OB(/C=C/c2ccc(CN3CC[C@@H](F)C3)cc2)O1, predict the reactants needed to synthesize it. The reactants are: C=CB1OC(C)CC(C)(C)O1.F[C@@H]1CCN(Cc2ccc(Br)cc2)C1. (5) Given the product CC(C)(C)OC(=O)N1CCC2(CC(CN)C2)C1, predict the reactants needed to synthesize it. The reactants are: CC(C)(C)OC(=O)N1CCC2(CC(C#N)C2)C1. (6) Given the product Cc1ccc(NC(=O)c2cc(N3CCN(C)CC3)cc(C(C)(C)C)c2)cc1-n1ccn2nc(-c3cn[nH]c3)cc12, predict the reactants needed to synthesize it. The reactants are: COc1ccc(Cn2cc(-c3cc4n(-c5cc(NC(=O)c6cc(N7CCN(C)CC7)cc(C(C)(C)C)c6)ccc5C)ccn4n3)cn2)cc1. (7) Given the product CCOC(=O)c1cc(-c2ccc(N)cc2)cnc1C, predict the reactants needed to synthesize it. The reactants are: CCOC(=O)c1cc(-c2ccc([N+](=O)[O-])cc2)cnc1C. (8) Given the product CC(C)(C)OC(=O)N[C@@H](Cc1ccc(F)c(Cl)c1)C(=O)O, predict the reactants needed to synthesize it. The reactants are: COC(=O)[C@H](Cc1ccc(F)c(Cl)c1)NC(=O)OC(C)(C)C. (9) Given the product CC(C)CCc1cccc(C(=O)O)c1, predict the reactants needed to synthesize it. The reactants are: COC(=O)c1cccc(CCC(C)C)c1.